From a dataset of Forward reaction prediction with 1.9M reactions from USPTO patents (1976-2016). Predict the product of the given reaction. Given the reactants [F:1][CH:2]([F:22])[O:3][C:4]1[N:8]([CH3:9])[N:7]=[C:6]([C:10]2[CH:15]=[CH:14][C:13]([O:16]C(C)C)=[C:12]([CH3:20])[CH:11]=2)[C:5]=1[CH3:21].S(=O)(=O)(O)O, predict the reaction product. The product is: [F:22][CH:2]([F:1])[O:3][C:4]1[N:8]([CH3:9])[N:7]=[C:6]([C:10]2[CH:15]=[CH:14][C:13]([OH:16])=[C:12]([CH3:20])[CH:11]=2)[C:5]=1[CH3:21].